This data is from Catalyst prediction with 721,799 reactions and 888 catalyst types from USPTO. The task is: Predict which catalyst facilitates the given reaction. (1) Reactant: Cl[C:2]1[CH:7]=[CH:6][C:5]([N+:8]([O-:10])=[O:9])=[CH:4][N:3]=1.[CH3:11][NH:12][CH3:13].CO. Product: [CH3:11][N:12]([CH3:13])[C:2]1[CH:7]=[CH:6][C:5]([N+:8]([O-:10])=[O:9])=[CH:4][N:3]=1. The catalyst class is: 5. (2) Reactant: Cl[C:2]1[N:9]=[C:8](Cl)[CH:7]=[C:6]([CH3:11])[C:3]=1[C:4]#[N:5].C([O-])(=O)C.[Na+]. Product: [CH3:11][C:6]1[C:3]([C:4]#[N:5])=[CH:2][N:9]=[CH:8][CH:7]=1. The catalyst class is: 19. (3) Reactant: [CH3:1][O:2][C:3](=[O:33])[C:4]1[CH:9]=[CH:8][CH:7]=[C:6]([NH:10][C:11]([C:13]2[C:14](=[O:32])[NH:15][C:16]3[C:21]([CH:22]=2)=[CH:20][N:19]=[C:18]([NH:23][CH2:24][CH:25]2[CH2:29][O:28]C(C)(C)[O:26]2)[CH:17]=3)=[O:12])[CH:5]=1. Product: [CH3:1][O:2][C:3](=[O:33])[C:4]1[CH:9]=[CH:8][CH:7]=[C:6]([NH:10][C:11]([C:13]2[C:14](=[O:32])[NH:15][C:16]3[C:21]([CH:22]=2)=[CH:20][N:19]=[C:18]([NH:23][CH2:24][CH:25]([OH:26])[CH2:29][OH:28])[CH:17]=3)=[O:12])[CH:5]=1. The catalyst class is: 240.